This data is from Reaction yield outcomes from USPTO patents with 853,638 reactions. The task is: Predict the reaction yield, written as a fraction of the theoretical maximum amount of product (1.0 means a 100% yield; for example, 0.34 means a 34% yield). (1) The reactants are [OH-].[Li+].[Cl:3][C:4]1[CH:9]=[CH:8][C:7]([C:10]([NH:12][C@@H:13]([CH:18]2[CH2:23][CH2:22][CH2:21][CH2:20][CH2:19]2)[C:14]([O:16]C)=[O:15])=[O:11])=[C:6]([NH:24][C:25]([NH:27][C:28]2[C:33]([CH3:34])=[CH:32][C:31]([CH3:35])=[CH:30][C:29]=2[CH3:36])=[O:26])[CH:5]=1.CO.Cl. The catalyst is C1COCC1.O. The product is [Cl:3][C:4]1[CH:9]=[CH:8][C:7]([C:10]([NH:12][C@@H:13]([CH:18]2[CH2:19][CH2:20][CH2:21][CH2:22][CH2:23]2)[C:14]([OH:16])=[O:15])=[O:11])=[C:6]([NH:24][C:25]([NH:27][C:28]2[C:33]([CH3:34])=[CH:32][C:31]([CH3:35])=[CH:30][C:29]=2[CH3:36])=[O:26])[CH:5]=1. The yield is 0.810. (2) The catalyst is CO.O. The reactants are C([N:4]([S:11]([C:14]1[CH:19]=[CH:18][C:17]([C:20]2[C:21]([C:26]3[CH:31]=[CH:30][CH:29]=[CH:28][CH:27]=3)=[N:22][O:23][C:24]=2[CH3:25])=[CH:16][CH:15]=1)(=[O:13])=[O:12])[CH2:5][C:6]([O:8]CC)=[O:7])(=O)C.O[Li].O. The yield is 0.690. The product is [CH3:25][C:24]1[O:23][N:22]=[C:21]([C:26]2[CH:27]=[CH:28][CH:29]=[CH:30][CH:31]=2)[C:20]=1[C:17]1[CH:18]=[CH:19][C:14]([S:11]([NH:4][CH2:5][C:6]([OH:8])=[O:7])(=[O:13])=[O:12])=[CH:15][CH:16]=1. (3) The reactants are Br[C:2]1[CH:3]=[C:4]([CH:8]([C:23]2([OH:29])[CH2:28][CH2:27][CH2:26][CH2:25][CH2:24]2)[CH2:9][N:10]2[CH2:15][CH2:14][N:13]([C:16]([O:18][C:19]([CH3:22])([CH3:21])[CH3:20])=[O:17])[CH2:12][CH2:11]2)[CH:5]=[CH:6][CH:7]=1.[Cl:30][C:31]1[CH:32]=[C:33](B(O)O)[CH:34]=[CH:35][C:36]=1[Cl:37].C(=O)([O-])[O-].[Na+].[Na+]. The catalyst is COCCOC.C1C=CC([P]([Pd]([P](C2C=CC=CC=2)(C2C=CC=CC=2)C2C=CC=CC=2)([P](C2C=CC=CC=2)(C2C=CC=CC=2)C2C=CC=CC=2)[P](C2C=CC=CC=2)(C2C=CC=CC=2)C2C=CC=CC=2)(C2C=CC=CC=2)C2C=CC=CC=2)=CC=1. The product is [Cl:30][C:31]1[CH:32]=[C:33]([C:2]2[CH:7]=[CH:6][CH:5]=[C:4]([CH:8]([C:23]3([OH:29])[CH2:28][CH2:27][CH2:26][CH2:25][CH2:24]3)[CH2:9][N:10]3[CH2:15][CH2:14][N:13]([C:16]([O:18][C:19]([CH3:20])([CH3:22])[CH3:21])=[O:17])[CH2:12][CH2:11]3)[CH:3]=2)[CH:34]=[CH:35][C:36]=1[Cl:37]. The yield is 0.670.